Predict the product of the given reaction. From a dataset of Forward reaction prediction with 1.9M reactions from USPTO patents (1976-2016). (1) The product is: [F:17][C:18]1[CH:23]=[CH:22][C:21]([F:24])=[CH:20][C:19]=1[CH2:25][C:26]([N:28]1[C:36]2[C:31](=[CH:32][C:33]([C:2]3[C:10]4[C:9]([NH2:11])=[N:8][CH:7]=[N:6][C:5]=4[N:4]([CH2:12][CH2:13][N:14]([CH3:16])[CH3:15])[CH:3]=3)=[CH:34][CH:35]=2)[CH2:30][CH2:29]1)=[O:27]. Given the reactants Br[C:2]1[C:10]2[C:9]([NH2:11])=[N:8][CH:7]=[N:6][C:5]=2[N:4]([CH2:12][CH2:13][N:14]([CH3:16])[CH3:15])[CH:3]=1.[F:17][C:18]1[CH:23]=[CH:22][C:21]([F:24])=[CH:20][C:19]=1[CH2:25][C:26]([N:28]1[C:36]2[C:31](=[CH:32][C:33](B3OC(C)(C)C(C)(C)O3)=[CH:34][CH:35]=2)[CH2:30][CH2:29]1)=[O:27].C([O-])(O)=O.[Na+].N#N, predict the reaction product. (2) Given the reactants [CH3:1][S:2][C:3]1[CH:8]=[CH:7][C:6](B(O)O)=[CH:5][CH:4]=1.Br[C:13]1[CH:18]=[CH:17][C:16]([O:19][CH2:20][CH:21]2[CH2:26][CH2:25][N:24]([C:27]([O:29][CH:30]([CH3:32])[CH3:31])=[O:28])[CH2:23][CH2:22]2)=[CH:15][CH:14]=1.C([O-])([O-])=O.[Na+].[Na+], predict the reaction product. The product is: [CH3:1][S:2][C:3]1[CH:8]=[CH:7][C:6]([C:13]2[CH:14]=[CH:15][C:16]([O:19][CH2:20][CH:21]3[CH2:22][CH2:23][N:24]([C:27]([O:29][CH:30]([CH3:32])[CH3:31])=[O:28])[CH2:25][CH2:26]3)=[CH:17][CH:18]=2)=[CH:5][CH:4]=1. (3) The product is: [CH2:1]([O:3][C:4]([C:6]1[CH:11]=[C:10]([C:12](=[O:14])[CH:13]=[CH:28][C:25]2[CH:24]=[CH:23][C:22]([C:21]([O:20][C:16]([CH3:19])([CH3:18])[CH3:17])=[O:30])=[CH:27][CH:26]=2)[CH:9]=[C:8]([CH3:15])[N:7]=1)=[O:5])[CH3:2]. Given the reactants [CH2:1]([O:3][C:4]([C:6]1[CH:11]=[C:10]([C:12](=[O:14])[CH3:13])[CH:9]=[C:8]([CH3:15])[N:7]=1)=[O:5])[CH3:2].[C:16]([O:20][C:21](=[O:30])[C:22]1[CH:27]=[CH:26][C:25]([CH:28]=O)=[CH:24][CH:23]=1)([CH3:19])([CH3:18])[CH3:17].N1CCCCC1, predict the reaction product. (4) Given the reactants [H-].[Na+].Cl.[NH2:4][C:5]([NH2:7])=[NH:6].Cl[C:9]1[C:18]2[C:13](=[CH:14][CH:15]=[C:16]([S:19]([NH:22][C:23]3([C:29]([O:31][CH3:32])=[O:30])[CH2:28][CH2:27][CH2:26][CH2:25][CH2:24]3)(=[O:21])=[O:20])[CH:17]=2)[C:12]([Cl:33])=[CH:11][N:10]=1.O, predict the reaction product. The product is: [Cl:33][C:12]1[C:13]2[C:18](=[CH:17][C:16]([S:19]([NH:22][C:23]3([C:29]([O:31][CH3:32])=[O:30])[CH2:28][CH2:27][CH2:26][CH2:25][CH2:24]3)(=[O:20])=[O:21])=[CH:15][CH:14]=2)[C:9]([NH:6][C:5]([NH2:7])=[NH:4])=[N:10][CH:11]=1.